This data is from Peptide-MHC class II binding affinity with 134,281 pairs from IEDB. The task is: Regression. Given a peptide amino acid sequence and an MHC pseudo amino acid sequence, predict their binding affinity value. This is MHC class II binding data. (1) The peptide sequence is KFLANVSTVLTGKYR. The MHC is DRB3_0202 with pseudo-sequence DRB3_0202. The binding affinity (normalized) is 0.901. (2) The peptide sequence is MLSPMLHHWIKVEYG. The MHC is HLA-DQA10501-DQB10302 with pseudo-sequence HLA-DQA10501-DQB10302. The binding affinity (normalized) is 0.354. (3) The peptide sequence is RNVFDEVIPTAFSIG. The MHC is HLA-DPA10201-DPB10101 with pseudo-sequence HLA-DPA10201-DPB10101. The binding affinity (normalized) is 0.323. (4) The peptide sequence is DDIKATYDKGILTVS. The MHC is DRB1_0404 with pseudo-sequence DRB1_0404. The binding affinity (normalized) is 0.333. (5) The peptide sequence is TQAFSAHGSGREVID. The MHC is DRB1_1301 with pseudo-sequence DRB1_1301. The binding affinity (normalized) is 0.476. (6) The peptide sequence is SEELRSLYNTVATLYCVHQ. The MHC is DRB4_0101 with pseudo-sequence DRB4_0103. The binding affinity (normalized) is 0.353. (7) The MHC is DRB1_0301 with pseudo-sequence DRB1_0301. The peptide sequence is QDELIGRGRVSPGNG. The binding affinity (normalized) is 0.283. (8) The peptide sequence is LVGPTPVNIIGRNLLTQIGC. The MHC is HLA-DQA10501-DQB10201 with pseudo-sequence HLA-DQA10501-DQB10201. The binding affinity (normalized) is 0.206. (9) The peptide sequence is SLIYRRRLMKQDFSV. The MHC is DRB4_0101 with pseudo-sequence DRB4_0103. The binding affinity (normalized) is 0.745. (10) The peptide sequence is LFYQKTGERSRCYSL. The MHC is DRB1_0101 with pseudo-sequence DRB1_0101. The binding affinity (normalized) is 0.827.